This data is from Full USPTO retrosynthesis dataset with 1.9M reactions from patents (1976-2016). The task is: Predict the reactants needed to synthesize the given product. (1) Given the product [O:31]=[C:30]([N:11]1[CH2:12][CH2:13][CH:8]([CH2:7][C:6]2[CH:5]=[CH:4][C:3]([C:2]([F:1])([F:16])[F:17])=[CH:15][CH:14]=2)[CH2:9][CH2:10]1)[C:29]([NH:28][C:26]1[CH:25]=[CH:24][C:22]2[NH:23][C:19](=[O:18])[O:20][C:21]=2[CH:27]=1)=[O:33], predict the reactants needed to synthesize it. The reactants are: [F:1][C:2]([F:17])([F:16])[C:3]1[CH:15]=[CH:14][C:6]([CH2:7][CH:8]2[CH2:13][CH2:12][NH:11][CH2:10][CH2:9]2)=[CH:5][CH:4]=1.[O:18]=[C:19]1[NH:23][C:22]2[CH:24]=[CH:25][C:26]([NH:28][C:29](=[O:33])[C:30](O)=[O:31])=[CH:27][C:21]=2[O:20]1. (2) The reactants are: [CH3:1][O:2][C:3](=[O:24])[CH2:4][CH2:5][CH2:6][CH2:7][CH2:8][O:9][C:10]1[CH:15]=[CH:14][C:13]([NH2:16])=[C:12]([NH:17][C:18]2[CH:23]=[CH:22][CH:21]=[CH:20][CH:19]=2)[CH:11]=1.[CH2:25]([N:28]=[C:29]=S)[CH2:26][CH3:27].[Cl-].[NH4+].IC.Cl. Given the product [CH3:1][O:2][C:3](=[O:24])[CH2:4][CH2:5][CH2:6][CH2:7][CH2:8][O:9][C:10]1[CH:15]=[CH:14][C:13]2[N:16]=[C:29]([NH:28][CH2:25][CH2:26][CH3:27])[N:17]([C:18]3[CH:19]=[CH:20][CH:21]=[CH:22][CH:23]=3)[C:12]=2[CH:11]=1, predict the reactants needed to synthesize it. (3) Given the product [Cl:19][C:15]1[CH:16]=[CH:17][CH:18]=[C:2]2[C:3]=1[C:4](=[O:5])[N:6]([C:7]1[CH:12]=[CH:11][CH:10]=[CH:9][C:8]=1[O:13][CH3:14])[C:22]([CH2:21][Cl:20])=[N:1]2, predict the reactants needed to synthesize it. The reactants are: [NH2:1][C:2]1[CH:18]=[CH:17][CH:16]=[C:15]([Cl:19])[C:3]=1[C:4]([NH:6][C:7]1[CH:12]=[CH:11][CH:10]=[CH:9][C:8]=1[O:13][CH3:14])=[O:5].[Cl:20][CH2:21][C:22](Cl)=O. (4) Given the product [CH3:22][O:21][C:18]1[CH:19]=[C:20]2[C:15](=[CH:16][C:17]=1[O:23][CH2:24][CH2:25][O:26][CH3:27])[N:14]=[CH:13][N:12]=[C:11]2[NH:10][C:6]1[C:7]([CH:8]=[C:2]([O:35][C:32]2[CH:33]=[CH:34][C:29]([CH3:28])=[CH:30][CH:31]=2)[C:3](=[O:4])[CH:5]=1)=[O:9], predict the reactants needed to synthesize it. The reactants are: Cl[C:2]1[C:3]([CH:5]=[C:6]([NH:10][C:11]2[C:20]3[C:15](=[CH:16][C:17]([O:23][CH2:24][CH2:25][O:26][CH3:27])=[C:18]([O:21][CH3:22])[CH:19]=3)[N:14]=[CH:13][N:12]=2)[C:7](=[O:9])[CH:8]=1)=[O:4].[CH3:28][C:29]1[CH:34]=[CH:33][C:32]([OH:35])=[CH:31][CH:30]=1. (5) The reactants are: [F:1][C:2]1[CH:3]=[C:4]([NH:8][CH:9]2[CH2:14][CH2:13][N:12]([C:15]([N:17]([CH3:39])[C:18]3[CH:19]=[CH:20][C:21]([CH2:24][N:25]4[CH2:30][CH2:29][N:28](C(OC(C)(C)C)=O)[C@@H:27]([CH3:38])[CH2:26]4)=[N:22][CH:23]=3)=[O:16])[CH2:11][CH2:10]2)[CH:5]=[CH:6][CH:7]=1. Given the product [F:1][C:2]1[CH:3]=[C:4]([NH:8][CH:9]2[CH2:10][CH2:11][N:12]([C:15]([N:17]([CH3:39])[C:18]3[CH:23]=[N:22][C:21]([CH2:24][N:25]4[CH2:30][CH2:29][NH:28][C@@H:27]([CH3:38])[CH2:26]4)=[CH:20][CH:19]=3)=[O:16])[CH2:13][CH2:14]2)[CH:5]=[CH:6][CH:7]=1, predict the reactants needed to synthesize it.